The task is: Predict which catalyst facilitates the given reaction.. This data is from Catalyst prediction with 721,799 reactions and 888 catalyst types from USPTO. (1) Reactant: [S:1]1[C:10]2[C:9]3[CH:11]=[CH:12][C:13]([OH:15])=[CH:14][C:8]=3[O:7][C:6]3[CH:16]=[CH:17][CH:18]=[CH:19][C:5]=3[C:4]=2[CH:3]=[CH:2]1.C(=O)([O-])[O-].[K+].[K+].Cl.[CH3:27][N:28]([CH3:33])[CH2:29][CH2:30][CH2:31]Cl. Product: [CH3:27][N:28]([CH3:33])[CH2:29][CH2:30][CH2:31][O:15][C:13]1[CH:12]=[CH:11][C:9]2[C:10]3[S:1][CH:2]=[CH:3][C:4]=3[C:5]3[CH:19]=[CH:18][CH:17]=[CH:16][C:6]=3[O:7][C:8]=2[CH:14]=1. The catalyst class is: 9. (2) Reactant: [C:1]1([C:7]2[CH:12]=[C:11]([C:13]3[CH:18]=[CH:17][CH:16]=[CH:15][CH:14]=3)[N:10]=[C:9]([N:19]3[C:38]4[C:26](=[CH:27][C:28]5[C:29]([CH3:46])([CH3:45])[C:30]6[CH:31]=[C:32]([C:39]7[CH:44]=[CH:43][CH:42]=[CH:41][CH:40]=7)[CH:33]=[CH:34][C:35]=6[C:36]=5[CH:37]=4)[C:25]4[C:20]3=[CH:21][CH:22]=[CH:23][CH:24]=4)[N:8]=2)[CH:6]=[CH:5][CH:4]=[CH:3][CH:2]=1.C1C(=O)N([Br:54])C(=O)C1.O. Product: [Br:54][C:23]1[CH:24]=[C:25]2[C:20]([N:19]([C:9]3[N:8]=[C:7]([C:1]4[CH:2]=[CH:3][CH:4]=[CH:5][CH:6]=4)[CH:12]=[C:11]([C:13]4[CH:18]=[CH:17][CH:16]=[CH:15][CH:14]=4)[N:10]=3)[C:38]3[C:26]2=[CH:27][C:28]2[C:29]([CH3:46])([CH3:45])[C:30]4[CH:31]=[C:32]([C:39]5[CH:44]=[CH:43][CH:42]=[CH:41][CH:40]=5)[CH:33]=[CH:34][C:35]=4[C:36]=2[CH:37]=3)=[CH:21][CH:22]=1. The catalyst class is: 10.